Dataset: Catalyst prediction with 721,799 reactions and 888 catalyst types from USPTO. Task: Predict which catalyst facilitates the given reaction. (1) Reactant: [C:1]1([S:11]([CH2:14][C:15]2[CH:16]=[C:17]([CH:24]3OCC[O:25]3)[CH:18]=[CH:19][C:20]=2[N+:21]([O-:23])=[O:22])(=[O:13])=[O:12])[C:10]2[C:5](=[CH:6][CH:7]=[CH:8][CH:9]=2)[CH:4]=[CH:3][CH:2]=1.Cl. Product: [C:1]1([S:11]([CH2:14][C:15]2[CH:16]=[C:17]([CH:18]=[CH:19][C:20]=2[N+:21]([O-:23])=[O:22])[CH:24]=[O:25])(=[O:12])=[O:13])[C:10]2[C:5](=[CH:6][CH:7]=[CH:8][CH:9]=2)[CH:4]=[CH:3][CH:2]=1. The catalyst class is: 1. (2) Reactant: [Cl:1][C:2]1[N:3]=[CH:4][NH:5][CH:6]=1.[F:7][C:8]1[CH:13]=[C:12]([N+:14]([O-:16])=[O:15])[CH:11]=[C:10]([F:17])[C:9]=1F.C(=O)([O-])[O-].[K+].[K+]. Product: [Cl:1][C:2]1[N:3]=[CH:4][N:5]([C:9]2[C:10]([F:17])=[CH:11][C:12]([N+:14]([O-:16])=[O:15])=[CH:13][C:8]=2[F:7])[CH:6]=1. The catalyst class is: 31. (3) Reactant: [N+:1]([C:4]1[CH:9]=[CH:8][C:7]([C:10]2[S:14][C:13]([CH2:15][CH2:16][C:17]([O:19][CH3:20])=[O:18])=[N:12][CH:11]=2)=[CH:6][CH:5]=1)([O-])=O.O1CCCC1.O.[Cl-].[NH4+]. Product: [NH2:1][C:4]1[CH:5]=[CH:6][C:7]([C:10]2[S:14][C:13]([CH2:15][CH2:16][C:17]([O:19][CH3:20])=[O:18])=[N:12][CH:11]=2)=[CH:8][CH:9]=1. The catalyst class is: 186. (4) Reactant: [C:1]1([CH3:24])[CH:6]=[C:5]([CH3:7])[CH:4]=[C:3]([CH3:8])[C:2]=1[S:9]([N:12]1[CH2:17][CH2:16][CH:15]([NH:18][CH2:19][CH2:20][CH:21]([OH:23])[CH3:22])[CH2:14][CH2:13]1)(=[O:11])=[O:10].C=O.[NH+]1C=CC=C[CH:28]=1.CC1C=CC(S([O-])(=O)=O)=CC=1.C1C=C[NH+]=CC=1.C([O-])(O)=O.[Na+]. Product: [C:1]1([CH3:24])[CH:6]=[C:5]([CH3:7])[CH:4]=[C:3]([CH3:8])[C:2]=1[S:9]([N:12]1[CH2:13][CH2:14][CH:15]([N:18]2[CH2:19][CH2:20][CH:21]([CH3:22])[O:23][CH2:28]2)[CH2:16][CH2:17]1)(=[O:11])=[O:10]. The catalyst class is: 11. (5) Reactant: C(N(C(C)C)CC)(C)C.[NH2:10][C@H:11]([C:27]([O:29][CH3:30])=[O:28])[CH2:12][CH2:13][CH2:14][CH2:15][NH:16][C:17]([O:19][CH2:20][C:21]1[CH:26]=[CH:25][CH:24]=[CH:23][CH:22]=1)=[O:18].[NH:31]([C:48]([O:50][CH2:51][CH:52]1[C:64]2[C:59](=[CH:60][CH:61]=[CH:62][CH:63]=2)[C:58]2[C:53]1=[CH:54][CH:55]=[CH:56][CH:57]=2)=[O:49])[C@H:32]([C:45](O)=[O:46])[CH2:33][C:34]1[CH:39]=[CH:38][C:37]([O:40][C:41]([CH3:44])([CH3:43])[CH3:42])=[CH:36][CH:35]=1.C1C=CC2N(O)N=NC=2C=1.CCN=C=NCCCN(C)C.Cl. The catalyst class is: 2. Product: [NH:31]([C:48]([O:50][CH2:51][CH:52]1[C:64]2[C:59](=[CH:60][CH:61]=[CH:62][CH:63]=2)[C:58]2[C:53]1=[CH:54][CH:55]=[CH:56][CH:57]=2)=[O:49])[C@H:32]([C:45]([NH:10][C@H:11]([C:27]([O:29][CH3:30])=[O:28])[CH2:12][CH2:13][CH2:14][CH2:15][NH:16][C:17]([O:19][CH2:20][C:21]1[CH:26]=[CH:25][CH:24]=[CH:23][CH:22]=1)=[O:18])=[O:46])[CH2:33][C:34]1[CH:39]=[CH:38][C:37]([O:40][C:41]([CH3:42])([CH3:44])[CH3:43])=[CH:36][CH:35]=1. (6) Reactant: [F:1][C:2]1[CH:11]=[C:10]([NH:12][CH2:13][C:14]2[CH:19]=[CH:18][C:17]([O:20][CH3:21])=[CH:16][CH:15]=2)[C:9]([N+:22]([O-])=O)=[CH:8][C:3]=1[C:4]([O:6][CH3:7])=[O:5]. Product: [NH2:22][C:9]1[C:10]([NH:12][CH2:13][C:14]2[CH:15]=[CH:16][C:17]([O:20][CH3:21])=[CH:18][CH:19]=2)=[CH:11][C:2]([F:1])=[C:3]([CH:8]=1)[C:4]([O:6][CH3:7])=[O:5]. The catalyst class is: 19. (7) Reactant: [F:1][C:2]1[CH:3]=[CH:4][C:5]([CH2:8][C:9]([O:11][C:12]([CH3:15])([CH3:14])[CH3:13])=[O:10])=[N:6][CH:7]=1.[H-].[Na+].Cl[C:19]([C:29]1[CH:34]=[CH:33][C:32]([O:35][CH3:36])=[C:31]([O:37][CH3:38])[CH:30]=1)=[C:20]([C:25](OC)=[O:26])[C:21]([O:23][CH3:24])=[O:22]. Product: [CH3:38][O:37][C:31]1[CH:30]=[C:29]([C:19]2[C:8]([C:9]([O:11][C:12]([CH3:15])([CH3:14])[CH3:13])=[O:10])=[C:5]3[N:6]([C:25](=[O:26])[C:20]=2[C:21]([O:23][CH3:24])=[O:22])[CH:7]=[C:2]([F:1])[CH:3]=[CH:4]3)[CH:34]=[CH:33][C:32]=1[O:35][CH3:36]. The catalyst class is: 3. (8) Reactant: [Br:1][C:2]1[CH:13]=[CH:12][C:5]([C:6]([NH:8][CH:9]2[CH2:11][CH2:10]2)=O)=[C:4]([CH3:14])[CH:3]=1.S(C)C. Product: [Br:1][C:2]1[CH:13]=[CH:12][C:5]([CH2:6][NH:8][CH:9]2[CH2:10][CH2:11]2)=[C:4]([CH3:14])[CH:3]=1. The catalyst class is: 1. (9) The catalyst class is: 681. Product: [C:1]([O:4][C@@H:5]1[C@@H:10]([O:11][C:12](=[O:14])[CH3:13])[C@H:9]([O:15][C:16](=[O:18])[CH3:17])[C@@H:8]([CH2:19][O:20][C:21](=[O:23])[CH3:22])[O:7][C@H:6]1[O:24][C:25]1[C:29]([CH2:30][C:31]2[CH:36]=[CH:35][C:34]([O:37][CH2:38][CH2:39][CH2:40][N:41]([C:49]([O:51][CH2:52][C:53]3[CH:54]=[CH:55][CH:56]=[CH:57][CH:58]=3)=[O:50])[CH2:42][C:43]([C:46]([N:73]3[CH2:74][CH2:75][N:70]([CH2:63][C:64]4[CH:65]=[CH:66][CH:67]=[CH:68][CH:69]=4)[CH2:71][CH2:72]3)=[O:47])([CH3:44])[CH3:45])=[CH:33][C:32]=2[CH3:59])=[C:28]([CH:60]([CH3:62])[CH3:61])[NH:27][N:26]=1)(=[O:3])[CH3:2]. Reactant: [C:1]([O:4][C@@H:5]1[C@@H:10]([O:11][C:12](=[O:14])[CH3:13])[C@H:9]([O:15][C:16](=[O:18])[CH3:17])[C@@H:8]([CH2:19][O:20][C:21](=[O:23])[CH3:22])[O:7][C@H:6]1[O:24][C:25]1[C:29]([CH2:30][C:31]2[CH:36]=[CH:35][C:34]([O:37][CH2:38][CH2:39][CH2:40][N:41]([C:49]([O:51][CH2:52][C:53]3[CH:58]=[CH:57][CH:56]=[CH:55][CH:54]=3)=[O:50])[CH2:42][C:43]([C:46](O)=[O:47])([CH3:45])[CH3:44])=[CH:33][C:32]=2[CH3:59])=[C:28]([CH:60]([CH3:62])[CH3:61])[NH:27][N:26]=1)(=[O:3])[CH3:2].[CH2:63]([N:70]1[CH2:75][CH2:74][NH:73][CH2:72][CH2:71]1)[C:64]1[CH:69]=[CH:68][CH:67]=[CH:66][CH:65]=1.ON1C2C=CC=CC=2N=N1.Cl.C(N=C=NCCCN(C)C)C.